Dataset: Forward reaction prediction with 1.9M reactions from USPTO patents (1976-2016). Task: Predict the product of the given reaction. (1) The product is: [C:12]([O:11][C:9](=[O:10])[NH:21][CH2:20][CH2:19][CH2:18][Br:17])([CH3:13])([CH3:14])[CH3:15]. Given the reactants [CH3:13][C:12]([O:11][C:9](O[C:9]([O:11][C:12]([CH3:15])([CH3:14])[CH3:13])=[O:10])=[O:10])([CH3:15])[CH3:14].Br.[Br:17][CH2:18][CH2:19][CH2:20][NH2:21].C(N(CC)CC)C, predict the reaction product. (2) Given the reactants Cl[C:2]1[N:7]=[C:6]([N:8]2[CH2:12][CH2:11][CH2:10][CH:9]2[C:13]2[O:17][N:16]=[C:15]([C:18]3[CH:23]=[CH:22][CH:21]=[CH:20][N:19]=3)[CH:14]=2)[N:5]=[C:4]([NH:24][C:25]2[CH:29]=[C:28]([CH3:30])[NH:27][N:26]=2)[CH:3]=1.[CH3:31][NH2:32], predict the reaction product. The product is: [CH3:31][NH:32][C:2]1[N:7]=[C:6]([N:8]2[CH2:12][CH2:11][CH2:10][CH:9]2[C:13]2[O:17][N:16]=[C:15]([C:18]3[CH:23]=[CH:22][CH:21]=[CH:20][N:19]=3)[CH:14]=2)[N:5]=[C:4]([NH:24][C:25]2[CH:29]=[C:28]([CH3:30])[NH:27][N:26]=2)[CH:3]=1. (3) Given the reactants [NH2:1][C:2]1[N:7]2[N:8]=[CH:9][N:10]=[C:6]2[N:5]=[C:4]([CH3:11])[C:3]=1[C:12]#[C:13][CH:14]([CH:16]1[CH2:20][CH2:19][CH2:18][CH2:17]1)[OH:15].[H-].[Na+].Br[CH2:24][C:25]([O:27]C(C)(C)C)=[O:26], predict the reaction product. The product is: [NH2:1][C:2]1[N:7]2[N:8]=[CH:9][N:10]=[C:6]2[N:5]=[C:4]([CH3:11])[C:3]=1[C:12]#[C:13][CH:14]([O:15][CH2:24][C:25]([OH:27])=[O:26])[CH:16]1[CH2:20][CH2:19][CH2:18][CH2:17]1. (4) The product is: [CH2:10]([OH:11])[C@H:8]([C@H:6]([C@H:4]([C@@H:2]([CH2:1][OH:12])[OH:3])[OH:5])[OH:7])[OH:9]. Given the reactants [CH2:1]([OH:12])[C@@H:2]([C@H:4]([C@H:6]([C@@H:8]([CH2:10][OH:11])[OH:9])[OH:7])[OH:5])[OH:3], predict the reaction product. (5) Given the reactants [NH2:1][C:2]1[CH:7]=[CH:6][CH:5]=[CH:4][C:3]=1[NH:8][C:9]([CH2:11][CH2:12][CH2:13][CH2:14][CH2:15][NH:16][C:17](=[O:26])[C:18]1[CH:23]=[CH:22][C:21](Br)=[C:20]([CH3:25])[CH:19]=1)=[O:10].[N:27]1[CH:32]=[CH:31][CH:30]=[C:29](B(O)O)[CH:28]=1, predict the reaction product. The product is: [NH2:1][C:2]1[CH:7]=[CH:6][CH:5]=[CH:4][C:3]=1[NH:8][C:9]([CH2:11][CH2:12][CH2:13][CH2:14][CH2:15][NH:16][C:17](=[O:26])[C:18]1[CH:23]=[CH:22][C:21]([C:29]2[CH:28]=[N:27][CH:32]=[CH:31][CH:30]=2)=[C:20]([CH3:25])[CH:19]=1)=[O:10]. (6) Given the reactants [CH3:1][O:2][C:3](=[O:22])[C:4]1[CH:9]=[CH:8][CH:7]=[C:6]([CH2:10][C:11]([NH:14]C(OC(C)(C)C)=O)([CH3:13])[CH3:12])[CH:5]=1.FC(F)(F)C(O)=O, predict the reaction product. The product is: [CH3:1][O:2][C:3](=[O:22])[C:4]1[CH:9]=[CH:8][CH:7]=[C:6]([CH2:10][C:11]([NH2:14])([CH3:12])[CH3:13])[CH:5]=1. (7) Given the reactants [CH2:1]1[C:9]2[C:4](=[CH:5][CH:6]=[CH:7][CH:8]=2)[CH:3]=[C:2]1[CH2:10][CH2:11][N:12]([CH3:14])[CH3:13].[Li]CCCC.Br[CH:21]([CH3:24])[C:22]#[N:23], predict the reaction product. The product is: [CH3:14][N:12]([CH3:13])[CH2:11][CH2:10][C:2]1[CH2:1][C:9]2[C:4](=[CH:5][CH:6]=[CH:7][CH:8]=2)[C:3]=1[CH:21]([CH3:24])[C:22]#[N:23]. (8) The product is: [Cl:1][C:2]1[CH:3]=[C:4]2[C:9](=[CH:10][C:11]=1[Cl:12])[C:8](=[O:13])[N:7]([CH2:14][C:15]([CH3:18])([CH3:16])[CH3:17])[C:6]([C:19]([O:21][C:22]([CH3:25])([CH3:24])[CH3:23])=[O:20])=[C:5]2[O:26][CH3:27]. Given the reactants [Cl:1][C:2]1[CH:3]=[C:4]2[C:9](=[CH:10][C:11]=1[Cl:12])[C:8](=[O:13])[N:7]([CH2:14][C:15]([CH3:18])([CH3:17])[CH3:16])[C:6]([C:19]([O:21][C:22]([CH3:25])([CH3:24])[CH3:23])=[O:20])=[C:5]2[OH:26].[C:27](=O)([O-])[O-].[K+].[K+].CI.O, predict the reaction product.